From a dataset of NCI-60 drug combinations with 297,098 pairs across 59 cell lines. Regression. Given two drug SMILES strings and cell line genomic features, predict the synergy score measuring deviation from expected non-interaction effect. (1) Drug 1: CN1C(=O)N2C=NC(=C2N=N1)C(=O)N. Drug 2: CS(=O)(=O)CCNCC1=CC=C(O1)C2=CC3=C(C=C2)N=CN=C3NC4=CC(=C(C=C4)OCC5=CC(=CC=C5)F)Cl. Cell line: SK-OV-3. Synergy scores: CSS=17.9, Synergy_ZIP=3.93, Synergy_Bliss=3.31, Synergy_Loewe=-16.2, Synergy_HSA=-1.82. (2) Drug 1: C1C(C(OC1N2C=NC(=NC2=O)N)CO)O. Drug 2: CC1C(C(CC(O1)OC2CC(CC3=C2C(=C4C(=C3O)C(=O)C5=C(C4=O)C(=CC=C5)OC)O)(C(=O)CO)O)N)O.Cl. Cell line: UO-31. Synergy scores: CSS=46.8, Synergy_ZIP=-1.05, Synergy_Bliss=-5.63, Synergy_Loewe=-5.88, Synergy_HSA=-0.672. (3) Drug 1: C1CC(C1)(C(=O)O)C(=O)O.[NH2-].[NH2-].[Pt+2]. Drug 2: C1CCC(C(C1)N)N.C(=O)(C(=O)[O-])[O-].[Pt+4]. Cell line: UACC62. Synergy scores: CSS=33.3, Synergy_ZIP=-11.5, Synergy_Bliss=-2.22, Synergy_Loewe=1.05, Synergy_HSA=2.36. (4) Drug 1: C1CC(C1)(C(=O)O)C(=O)O.[NH2-].[NH2-].[Pt+2]. Drug 2: C1CC(CCC1OC2=C(C(=CC=C2)Cl)F)(CC3=NC(=CC=C3)NC4=NC=CS4)C(=O)O. Cell line: OVCAR3. Synergy scores: CSS=18.6, Synergy_ZIP=-5.87, Synergy_Bliss=-5.35, Synergy_Loewe=-5.12, Synergy_HSA=-3.23. (5) Drug 1: CC=C1C(=O)NC(C(=O)OC2CC(=O)NC(C(=O)NC(CSSCCC=C2)C(=O)N1)C(C)C)C(C)C. Drug 2: CC1C(C(CC(O1)OC2CC(OC(C2O)C)OC3=CC4=CC5=C(C(=O)C(C(C5)C(C(=O)C(C(C)O)O)OC)OC6CC(C(C(O6)C)O)OC7CC(C(C(O7)C)O)OC8CC(C(C(O8)C)O)(C)O)C(=C4C(=C3C)O)O)O)O. Cell line: MCF7. Synergy scores: CSS=45.3, Synergy_ZIP=-1.62, Synergy_Bliss=-0.379, Synergy_Loewe=-10.3, Synergy_HSA=1.74. (6) Drug 1: C1=CN(C=N1)CC(O)(P(=O)(O)O)P(=O)(O)O. Drug 2: CN(CC1=CN=C2C(=N1)C(=NC(=N2)N)N)C3=CC=C(C=C3)C(=O)NC(CCC(=O)O)C(=O)O. Cell line: HS 578T. Synergy scores: CSS=50.5, Synergy_ZIP=2.51, Synergy_Bliss=2.11, Synergy_Loewe=-39.7, Synergy_HSA=-0.823. (7) Drug 1: CCC1(CC2CC(C3=C(CCN(C2)C1)C4=CC=CC=C4N3)(C5=C(C=C6C(=C5)C78CCN9C7C(C=CC9)(C(C(C8N6C=O)(C(=O)OC)O)OC(=O)C)CC)OC)C(=O)OC)O.OS(=O)(=O)O. Drug 2: C1C(C(OC1N2C=NC3=C2NC=NCC3O)CO)O. Cell line: SF-295. Synergy scores: CSS=0.201, Synergy_ZIP=1.08, Synergy_Bliss=0.850, Synergy_Loewe=-0.340, Synergy_HSA=-2.28. (8) Drug 1: CC(C1=C(C=CC(=C1Cl)F)Cl)OC2=C(N=CC(=C2)C3=CN(N=C3)C4CCNCC4)N. Drug 2: C1=CC=C(C=C1)NC(=O)CCCCCCC(=O)NO. Cell line: HL-60(TB). Synergy scores: CSS=55.9, Synergy_ZIP=14.2, Synergy_Bliss=17.6, Synergy_Loewe=14.9, Synergy_HSA=16.1. (9) Drug 1: C1CCC(CC1)NC(=O)N(CCCl)N=O. Drug 2: CCC(=C(C1=CC=CC=C1)C2=CC=C(C=C2)OCCN(C)C)C3=CC=CC=C3.C(C(=O)O)C(CC(=O)O)(C(=O)O)O. Cell line: SK-OV-3. Synergy scores: CSS=8.36, Synergy_ZIP=-3.18, Synergy_Bliss=-1.58, Synergy_Loewe=-0.962, Synergy_HSA=-0.946.